Dataset: Reaction yield outcomes from USPTO patents with 853,638 reactions. Task: Predict the reaction yield, written as a fraction of the theoretical maximum amount of product (1.0 means a 100% yield; for example, 0.34 means a 34% yield). (1) The reactants are F[C:2]1[CH:3]=[C:4]([CH:18]=[CH:19][C:20]=1[N+:21]([O-:23])=[O:22])[C:5]([N:7]([CH2:13][CH2:14][CH:15]([CH3:17])[CH3:16])[CH2:8][CH2:9][CH:10]([CH3:12])[CH3:11])=[O:6].[C:24]([NH:31][CH2:32][CH2:33][CH2:34][NH2:35])([O:26][C:27]([CH3:30])([CH3:29])[CH3:28])=[O:25].C(=O)([O-])[O-].[K+].[K+]. The catalyst is C(#N)C. The product is [CH3:11][CH:10]([CH3:12])[CH2:9][CH2:8][N:7]([CH2:13][CH2:14][CH:15]([CH3:17])[CH3:16])[C:5]([C:4]1[CH:18]=[CH:19][C:20]([N+:21]([O-:23])=[O:22])=[C:2]([NH:35][CH2:34][CH2:33][CH2:32][NH:31][C:24](=[O:25])[O:26][C:27]([CH3:29])([CH3:28])[CH3:30])[CH:3]=1)=[O:6]. The yield is 0.960. (2) The reactants are [C:1]([C:6]1[CH:7]=[CH:8][C:9]([O:15][CH3:16])=[C:10]([CH:14]=1)[C:11]([OH:13])=O)(=[O:5])[CH:2]([CH3:4])[CH3:3].[F:17][C:18]([F:31])([F:30])[C:19]1[CH:20]=[C:21]([CH:23]=[C:24]([C:26]([F:29])([F:28])[F:27])[CH:25]=1)[NH2:22]. No catalyst specified. The product is [C:1]([C:6]1[CH:7]=[CH:8][C:9]([O:15][CH3:16])=[C:10]([CH:14]=1)[C:11]([NH:22][C:21]1[CH:23]=[C:24]([C:26]([F:27])([F:28])[F:29])[CH:25]=[C:19]([C:18]([F:17])([F:30])[F:31])[CH:20]=1)=[O:13])(=[O:5])[CH:2]([CH3:3])[CH3:4]. The yield is 0.614. (3) The reactants are [Cl:1][C:2]1[N:7]=[CH:6][C:5]([S:8]([N:11]2[C:15]([C:16]3[CH:21]=[CH:20][CH:19]=[CH:18][CH:17]=3)=[CH:14][C:13]([CH:22]=O)=[CH:12]2)(=[O:10])=[O:9])=[CH:4][C:3]=1[CH3:24].[CH3:25][NH2:26].[BH4-].[Na+].[C:29](=[O:32])([O-])[OH:30].[Na+]. The catalyst is O1CCCC1.CO.O. The product is [Cl:1][C:2]1[N:7]=[CH:6][C:5]([S:8]([N:11]2[C:15]([C:16]3[CH:21]=[CH:20][CH:19]=[CH:18][CH:17]=3)=[CH:14][C:13]([CH2:22][N:26]([CH3:25])[C:29](=[O:32])[O:30][C:3]([CH3:24])([CH3:4])[CH3:2])=[CH:12]2)(=[O:10])=[O:9])=[CH:4][C:3]=1[CH3:24]. The yield is 0.770. (4) The reactants are [Cl:1][C:2]1[CH:7]=[C:6]([S:8][CH:9]2[CH2:13][CH2:12][CH2:11][CH2:10]2)[N+:5]([O-])=[C:4]2[CH2:15][CH2:16][CH2:17][C:3]=12.P(Cl)(Cl)Cl. The catalyst is C(Cl)Cl. The product is [Cl:1][C:2]1[CH:7]=[C:6]([S:8][CH:9]2[CH2:13][CH2:12][CH2:11][CH2:10]2)[N:5]=[C:4]2[CH2:15][CH2:16][CH2:17][C:3]=12. The yield is 0.910. (5) The catalyst is C(Cl)Cl. The yield is 0.830. The reactants are [NH:1]1[CH2:6][CH2:5][CH:4]([C:7]#[N:8])[CH2:3][CH2:2]1.[C:9](O[C:9]([O:11][C:12]([CH3:15])([CH3:14])[CH3:13])=[O:10])([O:11][C:12]([CH3:15])([CH3:14])[CH3:13])=[O:10]. The product is [C:7]([CH:4]1[CH2:5][CH2:6][N:1]([C:9]([O:11][C:12]([CH3:15])([CH3:14])[CH3:13])=[O:10])[CH2:2][CH2:3]1)#[N:8]. (6) The catalyst is C(Cl)Cl. The reactants are [F:1][C:2]1[CH:7]=[CH:6][C:5]([C:8]2[O:9][C:10]3[CH:20]=[CH:19][C:18]([C:21]4[C:22]([CH3:33])=[CH:23][C:24]([O:31]C)=[C:25]([CH:30]=4)[C:26]([O:28][CH3:29])=[O:27])=[CH:17][C:11]=3[C:12]=2[C:13](=[O:16])[NH:14][CH3:15])=[CH:4][CH:3]=1.B(Cl)(Cl)Cl.CO. The yield is 0.780. The product is [F:1][C:2]1[CH:3]=[CH:4][C:5]([C:8]2[O:9][C:10]3[CH:20]=[CH:19][C:18]([C:21]4[C:22]([CH3:33])=[CH:23][C:24]([OH:31])=[C:25]([CH:30]=4)[C:26]([O:28][CH3:29])=[O:27])=[CH:17][C:11]=3[C:12]=2[C:13](=[O:16])[NH:14][CH3:15])=[CH:6][CH:7]=1. (7) The yield is 0.770. The product is [Cl:1][C:2]1[CH:7]=[CH:6][C:5]([C:8]2[N:12]([C:13]3[CH:18]=[CH:17][C:16]([Cl:19])=[CH:15][C:14]=3[Cl:20])[N:11]=[C:10]([C:21]3[N:22]([CH3:29])[C:23]([CH3:28])([CH3:27])[C:24](=[S:40])[N:25]=3)[C:9]=2[CH3:30])=[CH:4][CH:3]=1. The reactants are [Cl:1][C:2]1[CH:7]=[CH:6][C:5]([C:8]2[N:12]([C:13]3[CH:18]=[CH:17][C:16]([Cl:19])=[CH:15][C:14]=3[Cl:20])[N:11]=[C:10]([C:21]3[N:22]([CH3:29])[C:23]([CH3:28])([CH3:27])[C:24](=O)[N:25]=3)[C:9]=2[CH3:30])=[CH:4][CH:3]=1.COC1C=CC(P2(SP(C3C=CC(OC)=CC=3)(=S)S2)=[S:40])=CC=1. The catalyst is C1(C)C=CC=CC=1. (8) The reactants are [CH3:1][O:2][C:3]1[CH:4]=[C:5]([CH:11]([OH:14])[C:12]#N)[CH:6]=[CH:7][C:8]=1[O:9][CH3:10].Cl.[O:16]1CCOC[CH2:17]1.CC[O:24]CC. The catalyst is CO. The product is [CH3:1][O:2][C:3]1[CH:4]=[C:5]([CH:11]([OH:14])[C:12]([O:16][CH3:17])=[O:24])[CH:6]=[CH:7][C:8]=1[O:9][CH3:10]. The yield is 0.920. (9) The catalyst is C(Cl)Cl.O. The yield is 0.690. The product is [NH2:20][C:18]1[N:17]=[CH:16][N:15]=[C:14]2[N:13]([CH2:21][C@@H:22]3[CH2:26][CH2:25][CH2:24][N:23]3[C:36](=[O:37])[CH2:35][C:33]#[N:34])[N:12]=[C:11]([C:8]3[CH:9]=[CH:10][C:5]([O:4][C:3]4[CH:28]=[CH:29][CH:30]=[C:31]([F:32])[C:2]=4[F:1])=[CH:6][C:7]=3[F:27])[C:19]=12. The reactants are [F:1][C:2]1[C:31]([F:32])=[CH:30][CH:29]=[CH:28][C:3]=1[O:4][C:5]1[CH:10]=[CH:9][C:8]([C:11]2[C:19]3[C:14](=[N:15][CH:16]=[N:17][C:18]=3[NH2:20])[N:13]([CH2:21][C@@H:22]3[CH2:26][CH2:25][CH2:24][NH:23]3)[N:12]=2)=[C:7]([F:27])[CH:6]=1.[C:33]([CH2:35][C:36](O)=[O:37])#[N:34].CN(C(ON1N=NC2C=CC=NC1=2)=[N+](C)C)C.F[P-](F)(F)(F)(F)F. (10) The reactants are [C:1]1([CH:7]([C:29]2[CH:34]=[CH:33][CH:32]=[CH:31][CH:30]=2)[N:8]2[C:12]3=[N:13][CH:14]=[CH:15][CH:16]=[C:11]3[CH:10]([C:17]3[C:26]([OH:27])=[CH:25][C:20]4[O:21][CH2:22][CH2:23][O:24][C:19]=4[CH:18]=3)[C:9]2=[O:28])[CH:6]=[CH:5][CH:4]=[CH:3][CH:2]=1.Cl[CH2:36]I.C(=O)([O-])[O-].[Cs+].[Cs+]. The catalyst is CN(C)C=O. The product is [C:29]1([CH:7]([C:1]2[CH:2]=[CH:3][CH:4]=[CH:5][CH:6]=2)[N:8]2[C:12]3=[N:13][CH:14]=[CH:15][CH:16]=[C:11]3[C:10]3([C:17]4[C:26](=[CH:25][C:20]5[O:21][CH2:22][CH2:23][O:24][C:19]=5[CH:18]=4)[O:27][CH2:36]3)[C:9]2=[O:28])[CH:30]=[CH:31][CH:32]=[CH:33][CH:34]=1. The yield is 0.670.